Predict the reaction yield, written as a fraction of the theoretical maximum amount of product (1.0 means a 100% yield; for example, 0.34 means a 34% yield). From a dataset of Reaction yield outcomes from USPTO patents with 853,638 reactions. (1) The reactants are [CH3:1][C:2]1[O:6][N:5]=[C:4]([C:7]2[CH:12]=[CH:11][CH:10]=[CH:9][CH:8]=2)[C:3]=1[C:13]1[N:14]=[C:15]([CH3:18])[NH:16][CH:17]=1.F[C:20]1[CH:25]=[CH:24][C:23]([C:26]([F:29])([F:28])[F:27])=[CH:22][CH:21]=1. No catalyst specified. The product is [CH3:1][C:2]1[O:6][N:5]=[C:4]([C:7]2[CH:8]=[CH:9][CH:10]=[CH:11][CH:12]=2)[C:3]=1[C:13]1[N:14]=[C:15]([CH3:18])[N:16]([C:20]2[CH:25]=[CH:24][C:23]([C:26]([F:29])([F:28])[F:27])=[CH:22][CH:21]=2)[CH:17]=1. The yield is 0.0900. (2) The yield is 0.790. The reactants are Br[C:2]1[C:7](=[O:8])[N:6]([CH2:9][C:10]2[CH:15]=[CH:14][C:13]([C:16]3[C:17]([C:22]#[N:23])=[CH:18][CH:19]=[CH:20][CH:21]=3)=[CH:12][C:11]=2[F:24])[C:5]([CH2:25][CH2:26][CH2:27][CH3:28])=[N:4][C:3]=1[CH3:29].[O:30]1[C:34]2[CH:35]=[CH:36][C:37](B(O)O)=[CH:38][C:33]=2[CH2:32][CH2:31]1.C(=O)([O-])[O-].[Cs+].[Cs+]. The catalyst is O1CCOCC1.C(OCC)(=O)C.C1C=CC(P(C2C=CC=CC=2)[C-]2C=CC=C2)=CC=1.C1C=CC(P(C2C=CC=CC=2)[C-]2C=CC=C2)=CC=1.Cl[Pd]Cl.[Fe+2]. The product is [CH2:25]([C:5]1[N:6]([CH2:9][C:10]2[CH:15]=[CH:14][C:13]([C:16]3[C:17]([C:22]#[N:23])=[CH:18][CH:19]=[CH:20][CH:21]=3)=[CH:12][C:11]=2[F:24])[C:7](=[O:8])[C:2]([C:37]2[CH:36]=[CH:35][C:34]3[O:30][CH2:31][CH2:32][C:33]=3[CH:38]=2)=[C:3]([CH3:29])[N:4]=1)[CH2:26][CH2:27][CH3:28].